This data is from NCI-60 drug combinations with 297,098 pairs across 59 cell lines. The task is: Regression. Given two drug SMILES strings and cell line genomic features, predict the synergy score measuring deviation from expected non-interaction effect. (1) Drug 1: C1CC(=O)NC(=O)C1N2CC3=C(C2=O)C=CC=C3N. Drug 2: CC1CCCC2(C(O2)CC(NC(=O)CC(C(C(=O)C(C1O)C)(C)C)O)C(=CC3=CSC(=N3)C)C)C. Cell line: SK-MEL-28. Synergy scores: CSS=4.96, Synergy_ZIP=-0.128, Synergy_Bliss=4.29, Synergy_Loewe=-0.0312, Synergy_HSA=1.37. (2) Drug 1: COC1=C(C=C2C(=C1)N=CN=C2NC3=CC(=C(C=C3)F)Cl)OCCCN4CCOCC4. Drug 2: CC1C(C(=O)NC(C(=O)N2CCCC2C(=O)N(CC(=O)N(C(C(=O)O1)C(C)C)C)C)C(C)C)NC(=O)C3=C4C(=C(C=C3)C)OC5=C(C(=O)C(=C(C5=N4)C(=O)NC6C(OC(=O)C(N(C(=O)CN(C(=O)C7CCCN7C(=O)C(NC6=O)C(C)C)C)C)C(C)C)C)N)C. Cell line: PC-3. Synergy scores: CSS=27.9, Synergy_ZIP=7.21, Synergy_Bliss=10.7, Synergy_Loewe=11.4, Synergy_HSA=11.2. (3) Drug 1: C1=NC2=C(N=C(N=C2N1C3C(C(C(O3)CO)O)O)F)N. Drug 2: CC1CCC2CC(C(=CC=CC=CC(CC(C(=O)C(C(C(=CC(C(=O)CC(OC(=O)C3CCCCN3C(=O)C(=O)C1(O2)O)C(C)CC4CCC(C(C4)OC)O)C)C)O)OC)C)C)C)OC. Cell line: NCI-H460. Synergy scores: CSS=-0.293, Synergy_ZIP=0.948, Synergy_Bliss=2.18, Synergy_Loewe=-1.10, Synergy_HSA=-0.746. (4) Drug 1: C1=NC2=C(N1)C(=S)N=C(N2)N. Drug 2: C1C(C(OC1N2C=NC3=C2NC=NCC3O)CO)O. Cell line: CAKI-1. Synergy scores: CSS=47.5, Synergy_ZIP=-3.12, Synergy_Bliss=-3.00, Synergy_Loewe=-3.00, Synergy_HSA=1.78. (5) Drug 1: C1=NC2=C(N1)C(=S)N=CN2. Drug 2: CS(=O)(=O)OCCCCOS(=O)(=O)C. Cell line: SNB-19. Synergy scores: CSS=21.2, Synergy_ZIP=-4.86, Synergy_Bliss=-1.28, Synergy_Loewe=-1.18, Synergy_HSA=-0.0447.